This data is from Ames mutagenicity test results for genotoxicity prediction. The task is: Regression/Classification. Given a drug SMILES string, predict its toxicity properties. Task type varies by dataset: regression for continuous values (e.g., LD50, hERG inhibition percentage) or binary classification for toxic/non-toxic outcomes (e.g., AMES mutagenicity, cardiotoxicity, hepatotoxicity). Dataset: ames. (1) The drug is Nc1c(C(=O)N/N=C/c2ccccc2)[nH]c2ccccc12. The result is 0 (non-mutagenic). (2) The molecule is CC(=O)Nc1ccc(C(=O)[C@@H]2O[C@H]2c2ccccc2)cc1. The result is 1 (mutagenic). (3) The drug is NCCCC[C@H](N[C@@H](CCc1ccccc1)C(=O)O)C(=O)N1CCC[C@H]1C(=O)O. The result is 0 (non-mutagenic). (4) The molecule is O=C(Nc1cccc([N+](=O)[O-])c1)c1csc([N+](=O)[O-])c1. The result is 1 (mutagenic). (5) The compound is O=C1NC(c2ccc([N+](=O)[O-])s2)Nc2ccccc21. The result is 1 (mutagenic). (6) The compound is O=[N+]([O-])c1ccc(/C=N/c2snc3ccccc23)o1. The result is 1 (mutagenic). (7) The compound is Clc1cncc(Cl)c1. The result is 0 (non-mutagenic). (8) The drug is O=C1C=CC(=O)N1c1ccc(Cc2ccc(N3C(=O)C=CC3=O)cc2)cc1. The result is 0 (non-mutagenic).